This data is from Full USPTO retrosynthesis dataset with 1.9M reactions from patents (1976-2016). The task is: Predict the reactants needed to synthesize the given product. (1) Given the product [CH3:24][C:18]1[CH:17]=[C:16]([OH:15])[CH:21]=[N:20][C:19]=1[CH:22]=[CH2:23], predict the reactants needed to synthesize it. The reactants are: C(O)(C(F)(F)F)=O.COC1C=CC(C[O:15][C:16]2[CH:17]=[C:18]([CH3:24])[C:19]([CH:22]=[CH2:23])=[N:20][CH:21]=2)=CC=1. (2) Given the product [CH2:1]([O:8][N:9]1[C:15](=[O:16])[N:14]2[CH2:17][C@H:10]1[CH2:11][CH2:12][C@H:13]2[C:18]([NH:21][O:22][C@@H:23]1[CH2:27][CH2:26][N:25]([C:28]([O:30][C:31]([CH3:34])([CH3:33])[CH3:32])=[O:29])[CH2:24]1)=[O:20])[C:2]1[CH:3]=[CH:4][CH:5]=[CH:6][CH:7]=1, predict the reactants needed to synthesize it. The reactants are: [CH2:1]([O:8][N:9]1[C:15](=[O:16])[N:14]2[CH2:17][C@H:10]1[CH2:11][CH2:12][C@H:13]2[C:18]([OH:20])=O)[C:2]1[CH:7]=[CH:6][CH:5]=[CH:4][CH:3]=1.[NH2:21][O:22][C@@H:23]1[CH2:27][CH2:26][N:25]([C:28]([O:30][C:31]([CH3:34])([CH3:33])[CH3:32])=[O:29])[CH2:24]1.ON1C2C=CC=CC=2N=N1.Cl.C(N=C=NCCCN(C)C)C. (3) Given the product [CH:35]1([NH:34][CH2:30][C:3]2[CH:8]=[CH:7][CH:6]=[CH:5][C:4]=2[C:9]2[N:14]=[CH:13][N:12]=[C:11]([NH:15][C:16]3[CH:17]=[C:18]([CH2:22][S:23]([NH2:26])(=[O:25])=[O:24])[CH:19]=[CH:20][CH:21]=3)[N:10]=2)[CH2:36][CH2:37]1, predict the reactants needed to synthesize it. The reactants are: CO[C:3]1[CH:8]=[CH:7][CH:6]=[CH:5][C:4]=1[C:9]1[N:14]=[CH:13][N:12]=[C:11]([NH:15][C:16]2[CH:17]=[C:18]([CH2:22][S:23]([NH2:26])(=[O:25])=[O:24])[CH:19]=[CH:20][CH:21]=2)[N:10]=1.ClC1N=CN=[C:30]([NH:34][C:35]2[CH:36]=[C:37](CS(N)(=O)=O)C=CC=2)N=1.C1(NCC2C=CC=CC=2B(O)O)CC1. (4) Given the product [NH2:7][CH2:8][CH2:9][C:10]([NH:11][C:12]1[CH:17]=[C:16]([Cl:18])[CH:15]=[CH:14][C:13]=1[O:19][CH2:20][C:21]([N:23]1[CH2:28][CH2:27][N:26]([CH2:29][C:30]2[CH:31]=[CH:32][C:33]([F:36])=[CH:34][CH:35]=2)[CH2:25][C@H:24]1[CH3:37])=[O:22])=[O:38], predict the reactants needed to synthesize it. The reactants are: C(OC(=O)[NH:7][CH2:8][CH2:9][C:10](=[O:38])[NH:11][C:12]1[CH:17]=[C:16]([Cl:18])[CH:15]=[CH:14][C:13]=1[O:19][CH2:20][C:21]([N:23]1[CH2:28][CH2:27][N:26]([CH2:29][C:30]2[CH:35]=[CH:34][C:33]([F:36])=[CH:32][CH:31]=2)[CH2:25][CH:24]1[CH3:37])=[O:22])(C)(C)C.FC(F)(F)C(O)=O. (5) Given the product [Cl:11][C@@H:4]([B:20]([O:34][C:23]12[CH2:31][CH:27]([C:28]1([CH3:30])[CH3:29])[CH2:26][CH2:25][C:24]2([OH:33])[CH3:32])[OH:22])[CH2:3][C:2]1[CH:1]=[CH:39][CH:35]=[CH:36][CH:37]=1, predict the reactants needed to synthesize it. The reactants are: [CH2:1]([Li])[CH2:2][CH2:3][CH3:4].ClCCl.[Li]C(Cl)[Cl:11].C1(C[B:20]([OH:22])O)C=CC=CC=1.[C:23]12([OH:34])[CH2:31][CH:27]([C:28]1([CH3:30])[CH3:29])[CH2:26][CH2:25][C:24]2([OH:33])[CH3:32].[CH2:35]1[CH2:39]O[CH2:37][CH2:36]1. (6) The reactants are: C([Li])CCC.Br[C:7]1[CH:8]=[C:9]2[C:13](=[CH:14][CH:15]=1)[NH:12][N:11]=[CH:10]2.CN([CH:19]=[O:20])C. Given the product [NH:12]1[C:13]2[C:9](=[CH:8][C:7]([CH:19]=[O:20])=[CH:15][CH:14]=2)[CH:10]=[N:11]1, predict the reactants needed to synthesize it. (7) Given the product [OH:21][C:18]([C:15]1[N:4]2[C@H:5]([CH3:14])[C@H:6]([C:8]3[CH:13]=[CH:12][CH:11]=[CH:10][CH:9]=3)[CH2:7][C@H:2]([NH:1][C:39]([C:37]3[CH:38]=[C:33]4[CH2:32][C@@:24]5([C:25]6[CH:30]=[N:29][CH:28]=[N:27][C:26]=6[NH:31][C:23]5=[O:22])[CH2:42][C:34]4=[N:35][CH:36]=3)=[O:40])[C:3]2=[N:17][CH:16]=1)([CH3:20])[CH3:19], predict the reactants needed to synthesize it. The reactants are: [NH2:1][C@H:2]1[CH2:7][C@@H:6]([C:8]2[CH:13]=[CH:12][CH:11]=[CH:10][CH:9]=2)[C@@H:5]([CH3:14])[N:4]2[C:15]([C:18]([OH:21])([CH3:20])[CH3:19])=[CH:16][N:17]=[C:3]12.[O:22]=[C:23]1[NH:31][C:26]2[N:27]=[CH:28][N:29]=[CH:30][C:25]=2[C@@:24]21[CH2:42][C:34]1=[N:35][CH:36]=[C:37]([C:39](O)=[O:40])[CH:38]=[C:33]1[CH2:32]2.ON1C2N=CC=CC=2N=N1.CN1CCOCC1.Cl.CN(C)CCCN=C=NCC. (8) Given the product [CH3:21][C@@H:18]1[CH2:19][CH2:20][N:15]2[C:14](=[O:30])[N:13]=[C:12]([O:1][CH2:2][C:3]3[CH:10]=[CH:9][C:6]([C:7]#[N:8])=[CH:5][CH:4]=3)[CH:29]=[C:16]2[NH:17]1, predict the reactants needed to synthesize it. The reactants are: [OH:1][CH2:2][C:3]1[CH:10]=[CH:9][C:6]([C:7]#[N:8])=[CH:5][CH:4]=1.Cl[C:12]1[CH:29]=[C:16]2[N:17](C(OC(C)(C)C)=O)[C@H:18]([CH3:21])[CH2:19][CH2:20][N:15]2[C:14](=[O:30])[N:13]=1. (9) The reactants are: [C:1]([SiH2:5][O:6][C:7]([CH3:17])([CH3:16])[C:8]1[CH:13]=[C:12]([Cl:14])[N:11]=[C:10]([NH2:15])[CH:9]=1)([CH3:4])([CH3:3])[CH3:2].Cl[C:19]1[S:20][C:21]([C:24]#[N:25])=[CH:22][N:23]=1.C(=O)([O-])[O-].[Cs+].[Cs+].CC1(C)C2C(=C(P(C3C=CC=CC=3)C3C=CC=CC=3)C=CC=2)OC2C(P(C3C=CC=CC=3)C3C=CC=CC=3)=CC=CC1=2. Given the product [C:1]([SiH2:5][O:6][C:7]([CH3:17])([CH3:16])[C:8]1[CH:13]=[C:12]([Cl:14])[N:11]=[C:10]([NH:15][C:19]2[S:20][C:21]([C:24]#[N:25])=[CH:22][N:23]=2)[CH:9]=1)([CH3:4])([CH3:2])[CH3:3], predict the reactants needed to synthesize it. (10) Given the product [C:30]1([CH:6]2[O:7][CH:8]([CH2:19][OH:20])[CH:9]([OH:15])[CH:10]([OH:11])[CH:5]2[OH:4])[CH:31]=[CH:32][CH:33]=[CH:28][CH:37]=1.[C:12]([O:11][CH:10]1[CH:5]([O:4][C:1](=[O:3])[CH3:2])[CH:6]([C:31]2[CH:30]=[CH:37][CH:28]=[CH:33][CH:32]=2)[O:7][CH:8]([CH2:19][O:20][C:21]([C:22]2[CH:5]=[CH:10][CH:9]=[CH:8][CH:19]=2)([C:30]2[CH:31]=[CH:32][CH:33]=[CH:28][CH:37]=2)[C:31]2[CH:30]=[CH:37][CH:28]=[CH:33][CH:32]=2)[CH:9]1[O:15][C:16](=[O:18])[CH3:17])(=[O:14])[CH3:13], predict the reactants needed to synthesize it. The reactants are: [C:1]([O:4][C@H:5]1[C@@H:10]([O:11][C:12](=[O:14])[CH3:13])[C@H:9]([O:15][C:16](=[O:18])[CH3:17])[C@@H:8]([CH2:19][O:20][C:21](=O)[CH3:22])[O:7][CH:6]1Br)(=[O:3])[CH3:2].C([CH:28]1[CH:33](O)[CH:32](O)[CH:31](O)[CH:30]([CH2:37]O)O1)C=C.